From a dataset of Catalyst prediction with 721,799 reactions and 888 catalyst types from USPTO. Predict which catalyst facilitates the given reaction. (1) Reactant: Cl[C:2]1[N:10]=[C:9]([Cl:11])[CH:8]=[CH:7][C:3]=1[C:4]([OH:6])=[O:5].[NH2:12][CH2:13][C:14]1[CH:19]=[CH:18][CH:17]=[CH:16][N:15]=1. Product: [Cl:11][C:9]1[CH:8]=[CH:7][C:3]([C:4]([OH:6])=[O:5])=[C:2]([NH:12][CH2:13][C:14]2[CH:19]=[CH:18][CH:17]=[CH:16][N:15]=2)[N:10]=1. The catalyst class is: 107. (2) Reactant: CS(C)=O.C(Cl)(=O)C(Cl)=O.[OH:11][CH2:12][CH:13]1[CH2:19][CH2:18][CH2:17][N:16]([C:20]([O:22][C:23]([CH3:26])([CH3:25])[CH3:24])=[O:21])[CH2:15][CH2:14]1.C(N(CC)CC)C. Product: [CH:12]([CH:13]1[CH2:19][CH2:18][CH2:17][N:16]([C:20]([O:22][C:23]([CH3:26])([CH3:25])[CH3:24])=[O:21])[CH2:15][CH2:14]1)=[O:11]. The catalyst class is: 34. (3) Reactant: [CH3:1][O:2][C:3](=[O:21])[C:4]1[CH:9]=[C:8]([O:10][CH2:11][CH2:12][CH2:13][N:14]2[CH2:19][CH2:18][CH2:17][CH2:16][CH2:15]2)[CH:7]=[CH:6][C:5]=1[NH2:20].N1C=CC=CC=1.[Cl:28][CH2:29][C:30]1[CH:31]=[C:32]([CH:36]=[CH:37][CH:38]=1)[C:33](O)=[O:34]. Product: [CH3:1][O:2][C:3](=[O:21])[C:4]1[CH:9]=[C:8]([O:10][CH2:11][CH2:12][CH2:13][N:14]2[CH2:19][CH2:18][CH2:17][CH2:16][CH2:15]2)[CH:7]=[CH:6][C:5]=1[NH:20][C:33](=[O:34])[C:32]1[CH:36]=[CH:37][CH:38]=[C:30]([CH2:29][Cl:28])[CH:31]=1. The catalyst class is: 2.